Dataset: Forward reaction prediction with 1.9M reactions from USPTO patents (1976-2016). Task: Predict the product of the given reaction. (1) Given the reactants [H-].[Na+].Cl.Cl[C:5]1[CH:15]=[CH:14][C:13]([N+:16]([O-:18])=[O:17])=[CH:12][C:6]=1[CH2:7][NH:8][CH2:9][CH2:10][SH:11], predict the reaction product. The product is: [N+:16]([C:13]1[CH:14]=[CH:15][C:5]2[S:11][CH2:10][CH2:9][NH:8][CH2:7][C:6]=2[CH:12]=1)([O-:18])=[O:17]. (2) The product is: [CH:7]1([CH2:10][O:11][C:12]2[C:17]([O:18][CH3:19])=[CH:16][N:15]=[C:14]([C:1]([OH:2])=[O:4])[CH:13]=2)[CH2:8][CH2:9]1. Given the reactants [C:1](=[O:4])([O-])[O-:2].[Na+].[Na+].[CH:7]1([CH2:10][O:11][C:12]2[C:17]([O:18][CH3:19])=[CH:16][N:15]=[C:14](CO)[CH:13]=2)[CH2:9][CH2:8]1, predict the reaction product. (3) Given the reactants [CH3:1][C:2]([O:5][C:6]([NH:8][CH2:9][C:10]([OH:12])=O)=[O:7])([CH3:4])[CH3:3].C1C=CC2N(O)N=NC=2C=1.C(Cl)CCl.C(N1CCOCC1)C.[CH2:35]([NH:38][C:39]1[CH:46]=[CH:45][C:44]([C:47]2[O:51][N:50]=[C:49]([C:52]3[CH:62]=[CH:61][C:55]4[CH2:56][CH2:57][NH:58][CH2:59][CH2:60][C:54]=4[CH:53]=3)[N:48]=2)=[CH:43][C:40]=1[C:41]#[N:42])[CH2:36][CH3:37], predict the reaction product. The product is: [C:41]([C:40]1[CH:43]=[C:44]([C:47]2[O:51][N:50]=[C:49]([C:52]3[CH:62]=[CH:61][C:55]4[CH2:56][CH2:57][N:58]([C:10](=[O:12])[CH2:9][NH:8][C:6](=[O:7])[O:5][C:2]([CH3:1])([CH3:3])[CH3:4])[CH2:59][CH2:60][C:54]=4[CH:53]=3)[N:48]=2)[CH:45]=[CH:46][C:39]=1[NH:38][CH2:35][CH2:36][CH3:37])#[N:42]. (4) Given the reactants [H-].[Na+].[C:3]([CH2:5][C:6]1[CH:23]=[CH:22][C:9]2[CH2:10][CH2:11][N:12]([C:15]([O:17][C:18]([CH3:21])([CH3:20])[CH3:19])=[O:16])[CH2:13][CH2:14][C:8]=2[CH:7]=1)#[N:4].Br[C:25]1[CH:30]=[CH:29][C:28]([Br:31])=[CH:27][N:26]=1, predict the reaction product. The product is: [Br:31][C:28]1[CH:29]=[CH:30][C:25]([CH:5]([C:3]#[N:4])[C:6]2[CH:23]=[CH:22][C:9]3[CH2:10][CH2:11][N:12]([C:15]([O:17][C:18]([CH3:21])([CH3:19])[CH3:20])=[O:16])[CH2:13][CH2:14][C:8]=3[CH:7]=2)=[N:26][CH:27]=1. (5) Given the reactants [CH:1]1[C:13]2[CH:12]([CH2:14][O:15][C:16]([NH:18][C@H:19]([C:23]([N:25]([CH3:38])[C@@H:26]([C@@H:34]([CH3:37])[CH2:35][CH3:36])[C@H:27]([O:32][CH3:33])[CH2:28][C:29](O)=[O:30])=[O:24])[CH:20]([CH3:22])[CH3:21])=[O:17])[C:11]3[C:6](=[CH:7][CH:8]=[CH:9][CH:10]=3)[C:5]=2[CH:4]=[CH:3][CH:2]=1.Cl.[CH3:40][O:41][C@@H:42]([C@@H:60]1[CH2:64][CH2:63][CH2:62][NH:61]1)[C@@H:43]([CH3:59])[C:44]([NH:46][C@H:47]([C:55]([O:57][CH3:58])=[O:56])[CH2:48][C:49]1[CH:54]=[CH:53][CH:52]=[CH:51][CH:50]=1)=[S:45].CN(C(ON1N=NC2C=CC=NC1=2)=[N+](C)C)C.F[P-](F)(F)(F)(F)F.C(N(C(C)C)CC)(C)C, predict the reaction product. The product is: [CH:10]1[C:11]2[CH:12]([CH2:14][O:15][C:16]([NH:18][C@H:19]([C:23]([N:25]([CH3:38])[C@@H:26]([C@@H:34]([CH3:37])[CH2:35][CH3:36])[C@H:27]([O:32][CH3:33])[CH2:28][C:29]([N:61]3[CH2:62][CH2:63][CH2:64][C@H:60]3[C@H:42]([O:41][CH3:40])[C@@H:43]([CH3:59])[C:44]([NH:46][C@H:47]([C:55]([O:57][CH3:58])=[O:56])[CH2:48][C:49]3[CH:50]=[CH:51][CH:52]=[CH:53][CH:54]=3)=[S:45])=[O:30])=[O:24])[CH:20]([CH3:22])[CH3:21])=[O:17])[C:13]3[C:5](=[CH:4][CH:3]=[CH:2][CH:1]=3)[C:6]=2[CH:7]=[CH:8][CH:9]=1. (6) Given the reactants Cl[C:2]1[N:7]=[C:6]([NH:8][C:9]2[CH:10]=[CH:11][C:12]([F:23])=[C:13]([NH:15][C:16](=[O:22])[O:17][C:18]([CH3:21])([CH3:20])[CH3:19])[CH:14]=2)[C:5]([Cl:24])=[CH:4][N:3]=1.[CH3:25][N:26]1[CH2:31][CH2:30][CH:29]([N:32]2[CH:36]=[C:35]([NH2:37])[CH:34]=[N:33]2)[CH2:28][CH2:27]1.C(O)(C(F)(F)F)=O, predict the reaction product. The product is: [Cl:24][C:5]1[C:6]([NH:8][C:9]2[CH:10]=[CH:11][C:12]([F:23])=[C:13]([NH:15][C:16](=[O:22])[O:17][C:18]([CH3:21])([CH3:20])[CH3:19])[CH:14]=2)=[N:7][C:2]([NH:37][C:35]2[CH:34]=[N:33][N:32]([CH:29]3[CH2:30][CH2:31][N:26]([CH3:25])[CH2:27][CH2:28]3)[CH:36]=2)=[N:3][CH:4]=1. (7) Given the reactants C(NC(C)C)(C)C.C([Li])CCC.CCCCCC.[CH3:19][N:20]([CH3:24])[C:21](=[O:23])[CH3:22].[C:25](OCC)(=[O:31])[C:26]([O:28][CH2:29][CH3:30])=[O:27], predict the reaction product. The product is: [CH3:19][N:20]([CH3:24])[C:21](=[O:23])[CH2:22][C:25](=[O:31])[C:26]([O:28][CH2:29][CH3:30])=[O:27]. (8) Given the reactants [Cl:1][C:2]1[CH:7]=[CH:6][N:5]=[C:4]2[N:8]([CH2:14][CH2:15][O:16][CH3:17])[CH:9]=[C:10]([C:11]([OH:13])=O)[C:3]=12.Cl.[F:19][C:20]1([F:28])[CH2:25][CH2:24][CH:23](NC)[CH2:22][CH2:21]1.CC[N:31]([CH2:34]C)CC.[N:36]1([OH:45])[C:40]2C=CC=CC=2N=N1.[CH2:46]([Cl:49])[CH2:47]Cl.[CH2:50]1[CH2:54][O:53]CC1, predict the reaction product. The product is: [O:53]1[C:25]2[CH:20]=[CH:21][CH:22]=[C:23]([CH2:34][NH:31][C:11]([C:10]3[C:47]4[C:4](=[CH:3][CH:2]=[CH:7][C:46]=4[Cl:49])[N:8]([CH2:14][CH2:15][O:16][CH3:17])[CH:9]=3)=[O:13])[C:24]=2[O:45][CH2:50][CH2:54]1.[F:28][C:20]1([F:19])[CH2:21][CH2:22][CH:23]([CH2:40][NH:36][C:11]([C:10]2[C:3]3[C:4](=[N:5][CH:6]=[CH:7][C:2]=3[Cl:1])[N:8]([CH2:14][CH2:15][O:16][CH3:17])[CH:9]=2)=[O:13])[CH2:24][CH2:25]1. (9) Given the reactants [F:1][C:2]([F:16])([O:6][C:7]1[CH:15]=[CH:14][C:10]([C:11]([OH:13])=O)=[CH:9][CH:8]=1)[CH:3]([F:5])[F:4].[C:17]([O:21][C:22]([N:24]1[CH2:29][CH2:28][C:27]([NH2:32])([C:30]#[N:31])[CH2:26][CH2:25]1)=[O:23])([CH3:20])([CH3:19])[CH3:18].C(N(CC)C(C)C)(C)C.[Cl-].[NH4+], predict the reaction product. The product is: [C:17]([O:21][C:22]([N:24]1[CH2:25][CH2:26][C:27]([C:30]#[N:31])([NH:32][C:11](=[O:13])[C:10]2[CH:9]=[CH:8][C:7]([O:6][C:2]([F:1])([F:16])[CH:3]([F:4])[F:5])=[CH:15][CH:14]=2)[CH2:28][CH2:29]1)=[O:23])([CH3:20])([CH3:18])[CH3:19].